From a dataset of Catalyst prediction with 721,799 reactions and 888 catalyst types from USPTO. Predict which catalyst facilitates the given reaction. (1) Reactant: [C:1]1([C:7]2[CH:12]=[CH:11][CH:10]=[C:9]([C:13]3[CH:18]=[CH:17][CH:16]=[CH:15][CH:14]=3)[C:8]=2[OH:19])[CH:6]=[CH:5][CH:4]=[CH:3][CH:2]=1.Cl[C:21]([O:23][CH3:24])=[O:22].C(N(CC)CC)C. Product: [C:21](=[O:22])([O:23][CH3:24])[O:19][C:8]1[C:7]([C:1]2[CH:6]=[CH:5][CH:4]=[CH:3][CH:2]=2)=[CH:12][CH:11]=[CH:10][C:9]=1[C:13]1[CH:14]=[CH:15][CH:16]=[CH:17][CH:18]=1. The catalyst class is: 13. (2) Reactant: [CH3:1][C:2]1[CH:7]=[C:6]([CH3:8])[NH:5][C:4](=[O:9])[C:3]=1[CH2:10][NH:11][C:12]([C:14]1[C:15]([CH3:36])=[C:16]([CH:19]([C@H:22]2[CH2:27][CH2:26][C@H:25]([NH:28]C(=O)OC(C)(C)C)[CH2:24][CH2:23]2)[CH2:20][CH3:21])[S:17][CH:18]=1)=[O:13].Cl.O1CCOCC1. Product: [NH2:28][C@H:25]1[CH2:24][CH2:23][C@H:22]([CH:19]([C:16]2[S:17][CH:18]=[C:14]([C:12]([NH:11][CH2:10][C:3]3[C:4](=[O:9])[NH:5][C:6]([CH3:8])=[CH:7][C:2]=3[CH3:1])=[O:13])[C:15]=2[CH3:36])[CH2:20][CH3:21])[CH2:27][CH2:26]1. The catalyst class is: 5.